This data is from Full USPTO retrosynthesis dataset with 1.9M reactions from patents (1976-2016). The task is: Predict the reactants needed to synthesize the given product. (1) Given the product [Cl:16][C:17]1[CH:23]=[CH:22][C:20]([NH:21][C:13]([C:3]2[CH:4]=[N:5][N:6]([C:7]3[CH:8]=[CH:9][CH:10]=[CH:11][CH:12]=3)[C:2]=2[NH2:1])=[O:15])=[CH:19][CH:18]=1, predict the reactants needed to synthesize it. The reactants are: [NH2:1][C:2]1[N:6]([C:7]2[CH:12]=[CH:11][CH:10]=[CH:9][CH:8]=2)[N:5]=[CH:4][C:3]=1[C:13]([OH:15])=O.[Cl:16][C:17]1[CH:23]=[CH:22][C:20]([NH2:21])=[CH:19][CH:18]=1. (2) Given the product [CH3:40][N:41]([CH3:42])[C:18](=[O:19])[CH2:17][CH:14]1[S:13][C:12]([C:9]2[NH:10][C:11]3[C:7]([CH:8]=2)=[CH:6][CH:5]=[CH:4][C:3]=3[N:2]([CH3:1])[S:21]([C:24]2[S:25][CH:26]=[CH:27][CH:28]=2)(=[O:23])=[O:22])=[N:16][CH2:15]1, predict the reactants needed to synthesize it. The reactants are: [CH3:1][N:2]([S:21]([C:24]1[S:25][CH:26]=[CH:27][CH:28]=1)(=[O:23])=[O:22])[C:3]1[CH:4]=[CH:5][CH:6]=[C:7]2[C:11]=1[NH:10][C:9]([C:12]1[S:13][CH:14]([CH2:17][C:18](O)=[O:19])[CH2:15][N:16]=1)=[CH:8]2.N1(O)C2C=CC=CC=2N=N1.Cl.[CH3:40][N:41](C)[CH2:42]CCN=C=NCC.CNC. (3) The reactants are: [F:1][C:2]1[CH:3]=[C:4]([C@H:9]2[CH2:14][C@@H:13]([C:15](=[O:22])[CH2:16][C:17](OCC)=[O:18])[CH2:12][CH2:11][N:10]2[C:23]([O:25][CH3:26])=[O:24])[CH:5]=[CH:6][C:7]=1[F:8].[OH-].[Na+].[NH2:29]O.Cl. Given the product [F:1][C:2]1[CH:3]=[C:4]([C@H:9]2[CH2:14][C@@H:13]([C:15]3[O:22][NH:29][C:17](=[O:18])[CH:16]=3)[CH2:12][CH2:11][N:10]2[C:23]([O:25][CH3:26])=[O:24])[CH:5]=[CH:6][C:7]=1[F:8], predict the reactants needed to synthesize it. (4) Given the product [Cl:22][C:23]1[C:28]([C:29]([NH:12][C:9]2[CH:10]=[C:11]3[C:3]([O:2][CH3:1])=[N:4][N:5]([CH2:13][C:14]4[CH:19]=[CH:18][C:17]([O:20][CH3:21])=[CH:16][CH:15]=4)[C:6]3=[N:7][CH:8]=2)=[O:30])=[C:27]([F:32])[C:26]([NH:33][S:34]([CH2:37][CH2:38][CH2:39][O:40][C:41]2[CH:42]=[CH:43][C:44]([O:47][CH3:48])=[CH:45][CH:46]=2)(=[O:36])=[O:35])=[CH:25][CH:24]=1, predict the reactants needed to synthesize it. The reactants are: [CH3:1][O:2][C:3]1[C:11]2[C:6](=[N:7][CH:8]=[C:9]([NH2:12])[CH:10]=2)[N:5]([CH2:13][C:14]2[CH:19]=[CH:18][C:17]([O:20][CH3:21])=[CH:16][CH:15]=2)[N:4]=1.[Cl:22][C:23]1[C:28]([C:29](O)=[O:30])=[C:27]([F:32])[C:26]([NH:33][S:34]([CH2:37][CH2:38][CH2:39][O:40][C:41]2[CH:46]=[CH:45][C:44]([O:47][CH3:48])=[CH:43][CH:42]=2)(=[O:36])=[O:35])=[CH:25][CH:24]=1.Cl.C(N=C=NCCCN(C)C)C.O.N1(O)C2C=CC=CC=2N=N1.C(N(C(C)C)C(C)C)C. (5) Given the product [C:23]([C:7]1[C:8]2[C:13](=[CH:12][CH:11]=[C:10]([O:16][C:17]3[CH:22]=[CH:21][CH:20]=[CH:19][CH:18]=3)[CH:9]=2)[C:14]([OH:15])=[C:5]([C:3]([NH:25][C@H:26]([CH2:31][CH2:32][C:33]2[CH:38]=[CH:37][CH:36]=[CH:35][CH:34]=2)[CH2:27][C:28]([OH:30])=[O:29])=[O:4])[N:6]=1)#[N:24], predict the reactants needed to synthesize it. The reactants are: CO[C:3]([C:5]1[N:6]=[C:7]([C:23]#[N:24])[C:8]2[C:13]([C:14]=1[OH:15])=[CH:12][CH:11]=[C:10]([O:16][C:17]1[CH:22]=[CH:21][CH:20]=[CH:19][CH:18]=1)[CH:9]=2)=[O:4].[NH2:25][C@H:26]([CH2:31][CH2:32][C:33]1[CH:38]=[CH:37][CH:36]=[CH:35][CH:34]=1)[CH2:27][C:28]([OH:30])=[O:29].C[O-].[Na+].CO.Cl. (6) Given the product [C:1]([S:11][CH2:12][CH2:13][CH2:14][SiH2:15][CH:16]([O:19][CH3:20])[O:17][CH3:18])(=[O:9])[CH2:2][CH2:3][CH2:4][CH2:5][CH2:6][CH2:7][CH3:8], predict the reactants needed to synthesize it. The reactants are: [C:1](Cl)(=[O:9])[CH2:2][CH2:3][CH2:4][CH2:5][CH2:6][CH2:7][CH3:8].[SH:11][CH2:12][CH2:13][CH2:14][SiH2:15][CH:16]([O:19][CH3:20])[O:17][CH3:18].C(N(CC)CC)C. (7) Given the product [CH3:5][C:4](=[CH:3][CH2:2][C:2]#[C:3][CH2:4][CH2:5][CH2:9][CH2:8][CH3:10])[CH3:6], predict the reactants needed to synthesize it. The reactants are: Cl[CH2:2][CH:3]=[C:4]([CH3:6])[CH3:5].C(Cl)[C:8](=[CH2:10])[CH3:9]. (8) Given the product [Cl:8][C:9]1[CH:10]=[C:11]([C@@H:16]2[CH2:17][CH2:18][C@H:19]([NH:36][CH3:37])[C:20]3[CH:21]=[C:22]([NH:26][S:27]([C:30]4[N:31]=[CH:32][N:33]([CH3:35])[CH:34]=4)(=[O:28])=[O:29])[CH:23]=[CH:24][C:25]2=3)[CH:12]=[CH:13][C:14]=1[Cl:15], predict the reactants needed to synthesize it. The reactants are: FC(F)(F)C(O)=O.[Cl:8][C:9]1[CH:10]=[C:11]([C@H:16]2[C:25]3[C:20](=[CH:21][C:22]([NH:26][S:27]([C:30]4[N:31]=[CH:32][N:33]([CH3:35])[CH:34]=4)(=[O:29])=[O:28])=[CH:23][CH:24]=3)[C@@H:19]([N:36](C)[C:37](=O)OC(C)(C)C)[CH2:18][CH2:17]2)[CH:12]=[CH:13][C:14]=1[Cl:15]. (9) Given the product [CH3:15][S:16][C:17]1[CH:22]=[CH:21][C:20]([C:2]2[C:6]3[CH:7]=[C:8]([C:11]([O:13][CH3:14])=[O:12])[CH:9]=[CH:10][C:5]=3[O:4][CH:3]=2)=[CH:19][CH:18]=1, predict the reactants needed to synthesize it. The reactants are: Br[C:2]1[C:6]2[CH:7]=[C:8]([C:11]([O:13][CH3:14])=[O:12])[CH:9]=[CH:10][C:5]=2[O:4][CH:3]=1.[CH3:15][S:16][C:17]1[CH:22]=[CH:21][C:20](B(O)O)=[CH:19][CH:18]=1.